From a dataset of Catalyst prediction with 721,799 reactions and 888 catalyst types from USPTO. Predict which catalyst facilitates the given reaction. (1) Reactant: [F:1][C:2]1[CH:3]=[C:4]([C:13]2[CH:18]=[CH:17][C:16]([O:19][CH2:20][CH:21]3[CH2:26][CH2:25][N:24]([CH2:27][C:28]4([C:32]([F:35])([F:34])[F:33])[CH2:31][CH2:30][CH2:29]4)[CH2:23][CH2:22]3)=[C:15]([F:36])[CH:14]=2)[CH:5]=[CH:6][C:7]=1[C:8]([O:10]CC)=[O:9].O[Li].O. Product: [F:1][C:2]1[CH:3]=[C:4]([C:13]2[CH:18]=[CH:17][C:16]([O:19][CH2:20][CH:21]3[CH2:22][CH2:23][N:24]([CH2:27][C:28]4([C:32]([F:35])([F:33])[F:34])[CH2:29][CH2:30][CH2:31]4)[CH2:25][CH2:26]3)=[C:15]([F:36])[CH:14]=2)[CH:5]=[CH:6][C:7]=1[C:8]([OH:10])=[O:9]. The catalyst class is: 20. (2) Reactant: [Cl:1][C:2]1[N:6]2[C:7](=[O:20])[N:8]([C:14]3[CH:19]=[CH:18][CH:17]=[CH:16][CH:15]=3)[C:9]([CH:11](O)[CH3:12])=[CH:10][C:5]2=[N:4][CH:3]=1.C1C=CC(P([N:35]=[N+:36]=[N-:37])(C2C=CC=CC=2)=O)=CC=1.C1CCN2C(=NCCC2)CC1. Product: [N:35]([CH:11]([C:9]1[N:8]([C:14]2[CH:19]=[CH:18][CH:17]=[CH:16][CH:15]=2)[C:7](=[O:20])[N:6]2[C:2]([Cl:1])=[CH:3][N:4]=[C:5]2[CH:10]=1)[CH3:12])=[N+:36]=[N-:37]. The catalyst class is: 1. (3) Reactant: [CH3:1][O:2][C:3](=[O:24])[C:4]1[CH:9]=[CH:8][C:7](N)=[CH:6][C:5]=1[NH:11][C:12](=[O:23])[C:13]1[CH:18]=[CH:17][C:16]([C:19]([CH3:22])([CH3:21])[CH3:20])=[CH:15][CH:14]=1.N([O-])=[O:26].[Na+].OS(O)(=O)=O. Product: [CH3:1][O:2][C:3](=[O:24])[C:4]1[CH:9]=[CH:8][C:7]([OH:26])=[CH:6][C:5]=1[NH:11][C:12](=[O:23])[C:13]1[CH:18]=[CH:17][C:16]([C:19]([CH3:22])([CH3:21])[CH3:20])=[CH:15][CH:14]=1. The catalyst class is: 574. (4) Reactant: [CH3:1][S:2][C:3]1[CH:8]=[CH:7][CH:6]=[CH:5][C:4]=1[NH2:9].[CH3:10][C:11](OC(C)=O)=[O:12].CCN(CC)CC.C([O-])(O)=O.[Na+]. Product: [CH3:1][S:2][C:3]1[CH:8]=[CH:7][CH:6]=[CH:5][C:4]=1[NH:9][C:11](=[O:12])[CH3:10]. The catalyst class is: 22. (5) Reactant: [F:1][C:2]1[CH:9]=[CH:8][C:5]([CH:6]=[O:7])=[CH:4][CH:3]=1.[N+:10]([O-])([OH:12])=[O:11]. Product: [F:1][C:2]1[CH:9]=[CH:8][C:5]([CH:6]=[O:7])=[CH:4][C:3]=1[N+:10]([O-:12])=[O:11]. The catalyst class is: 82. (6) Reactant: CCCCCC.C([Li])CCC.Br[C:13]1[S:14][C:15]([Cl:20])=[CH:16][C:17]=1[O:18][CH3:19].[CH:21]1([C:24]2[CH:35]=[CH:34][C:27]([C:28](N(OC)C)=[O:29])=[CH:26][CH:25]=2)[CH2:23][CH2:22]1.[Cl-].[NH4+]. Product: [Cl:20][C:15]1[S:14][C:13]([C:28]([C:27]2[CH:34]=[CH:35][C:24]([CH:21]3[CH2:22][CH2:23]3)=[CH:25][CH:26]=2)=[O:29])=[C:17]([O:18][CH3:19])[CH:16]=1. The catalyst class is: 1. (7) Reactant: [Si](O[C@H]([C@H]1C[C@@H](OCCC)CN1C(OC(C)(C)C)=O)[C@@H](NC(=O)C1C=CC=C(C(OC)=O)C=1)CC1C=C(F)C=C(F)C=1)(C(C)(C)C)(C)C.FC1C=C(C[C@H](NC(=O)C2C=C(C3OC=CN=3)C=C(C(N(CCC)CCC)=O)C=2)[C@H](O)[C@H]2C[C@@H](OCCC)CN2)C=C(F)C=1.[Si]([O:100][C@H:101]([C@H:136]1[CH2:140][C@@H:139]([O:141][CH2:142][CH2:143][CH3:144])[CH2:138][N:137]1C(OC(C)(C)C)=O)[C@@H:102]([NH:112][C:113](=[O:135])[C:114]1[CH:119]=[C:118]([C:120]2[O:121][CH:122]=[CH:123][N:124]=2)[CH:117]=[C:116]([C:125]([N:127]2[CH2:131][CH2:130][CH2:129][C@@H:128]2[CH2:132][O:133][CH3:134])=[O:126])[CH:115]=1)[CH2:103][C:104]1[CH:109]=[C:108]([F:110])[CH:107]=[C:106]([F:111])[CH:105]=1)(C(C)(C)C)(C)C. Product: [F:110][C:108]1[CH:109]=[C:104]([CH2:103][C@H:102]([NH:112][C:113](=[O:135])[C:114]2[CH:119]=[C:118]([C:120]3[O:121][CH:122]=[CH:123][N:124]=3)[CH:117]=[C:116]([C:125]([N:127]3[CH2:131][CH2:130][CH2:129][C@@H:128]3[CH2:132][O:133][CH3:134])=[O:126])[CH:115]=2)[C@H:101]([OH:100])[C@H:136]2[CH2:140][C@@H:139]([O:141][CH2:142][CH2:143][CH3:144])[CH2:138][NH:137]2)[CH:105]=[C:106]([F:111])[CH:107]=1. The catalyst class is: 126. (8) Reactant: [Cl-].[Cl:2][C:3]1[CH:10]=[CH:9][C:6]([CH2:7][Zn+])=[CH:5][CH:4]=1.C1(P(C2C=CC=CC=2)C2C=CC=CC=2)C=CC=CC=1.Br[C:31]1[CH:32]=[C:33]([N:37]([CH3:39])[CH3:38])[CH:34]=[CH:35][CH:36]=1.C1COCC1. Product: [Cl:2][C:3]1[CH:10]=[CH:9][C:6]([CH2:7][C:31]2[CH:36]=[CH:35][CH:34]=[C:33]([N:37]([CH3:39])[CH3:38])[CH:32]=2)=[CH:5][CH:4]=1. The catalyst class is: 713.